From a dataset of Catalyst prediction with 721,799 reactions and 888 catalyst types from USPTO. Predict which catalyst facilitates the given reaction. Reactant: [N:1]([CH2:4][CH:5]1[CH2:9][N:8]([C@@H:10]([CH2:14][CH3:15])[C:11]([NH2:13])=[O:12])[C:7](=[O:16])[CH2:6]1)=[N+:2]=[N-:3].[C:17]1(P(C2C=CC=CC=2)(C2C=CC=CC=2)=CC(C)=O)[CH:22]=CC=C[CH:18]=1. Product: [CH3:22][C:17]1[N:1]([CH2:4][CH:5]2[CH2:9][N:8]([C@@H:10]([CH2:14][CH3:15])[C:11]([NH2:13])=[O:12])[C:7](=[O:16])[CH2:6]2)[N:2]=[N:3][CH:18]=1. The catalyst class is: 11.